From a dataset of Peptide-MHC class I binding affinity with 185,985 pairs from IEDB/IMGT. Regression. Given a peptide amino acid sequence and an MHC pseudo amino acid sequence, predict their binding affinity value. This is MHC class I binding data. (1) The peptide sequence is MRMLWMANY. The MHC is HLA-B07:02 with pseudo-sequence HLA-B07:02. The binding affinity (normalized) is 0.213. (2) The peptide sequence is SIYAGNTPK. The MHC is HLA-A11:01 with pseudo-sequence HLA-A11:01. The binding affinity (normalized) is 0.750.